Task: Predict the reaction yield, written as a fraction of the theoretical maximum amount of product (1.0 means a 100% yield; for example, 0.34 means a 34% yield).. Dataset: Reaction yield outcomes from USPTO patents with 853,638 reactions The reactants are [C:1]([O:5][C:6]([N:8]1[CH2:13][CH2:12][CH:11]([O:14][C:15]2[CH:24]=[C:23]([C:25]([CH3:28])([CH3:27])[CH3:26])[CH:22]=[CH:21][C:16]=2[C:17]([O:19]C)=[O:18])[CH2:10][CH2:9]1)=[O:7])([CH3:4])([CH3:3])[CH3:2]. The catalyst is C1COCC1.O. The product is [C:1]([O:5][C:6]([N:8]1[CH2:13][CH2:12][CH:11]([O:14][C:15]2[CH:24]=[C:23]([C:25]([CH3:28])([CH3:27])[CH3:26])[CH:22]=[CH:21][C:16]=2[C:17]([OH:19])=[O:18])[CH2:10][CH2:9]1)=[O:7])([CH3:4])([CH3:3])[CH3:2]. The yield is 0.910.